Dataset: Reaction yield outcomes from USPTO patents with 853,638 reactions. Task: Predict the reaction yield, written as a fraction of the theoretical maximum amount of product (1.0 means a 100% yield; for example, 0.34 means a 34% yield). (1) The reactants are C(Cl)Cl.I[C:5]1[CH:6]=[C:7]([CH:10]=[CH:11][CH:12]=1)[C:8]#[N:9].C[O:14][C:15]1[CH:20]=[CH:19][C:18](B(O)O)=[CH:17][CH:16]=1.[F-].[Cs+]. The catalyst is Cl[Pd]Cl.C1(P(C2C=CC=CC=2)[C-]2C=CC=C2)C=CC=CC=1.[C-]1(P(C2C=CC=CC=2)C2C=CC=CC=2)C=CC=C1.[Fe+2].COCCOC. The product is [C:8]([C:7]1[CH:6]=[C:5]([C:18]2[CH:19]=[CH:20][C:15]([OH:14])=[CH:16][CH:17]=2)[CH:12]=[CH:11][CH:10]=1)#[N:9]. The yield is 0.580. (2) The reactants are [CH3:1][O:2][C:3]1[CH:40]=[CH:39][C:6]([CH2:7][N:8]([CH2:30][C:31]2[CH:36]=[CH:35][C:34]([O:37][CH3:38])=[CH:33][CH:32]=2)[C:9]2[N:14]=[CH:13][C:12]([C:15]3[C:16]4[CH2:29][CH2:28][NH:27][C:17]=4[N:18]=[C:19]([N:21]4[CH2:26][CH2:25][O:24][CH2:23][CH2:22]4)[N:20]=3)=[CH:11][N:10]=2)=[CH:5][CH:4]=1.[Cl:41][C:42]1[CH:47]=[C:46](I)[CH:45]=[CH:44][N:43]=1.C1(P(C2C=CC=CC=2)C2C=CC=CC=2)C=CC=CC=1.P([O-])([O-])([O-])=O.[K+].[K+].[K+]. The catalyst is CN(C)C=O.C([O-])(=O)C.[Pd+2].C([O-])(=O)C.O. The product is [Cl:41][C:42]1[CH:47]=[C:46]([N:27]2[C:17]3[N:18]=[C:19]([N:21]4[CH2:26][CH2:25][O:24][CH2:23][CH2:22]4)[N:20]=[C:15]([C:12]4[CH:11]=[N:10][C:9]([N:8]([CH2:7][C:6]5[CH:5]=[CH:4][C:3]([O:2][CH3:1])=[CH:40][CH:39]=5)[CH2:30][C:31]5[CH:32]=[CH:33][C:34]([O:37][CH3:38])=[CH:35][CH:36]=5)=[N:14][CH:13]=4)[C:16]=3[CH2:29][CH2:28]2)[CH:45]=[CH:44][N:43]=1. The yield is 0.880. (3) The reactants are [OH:1][C:2]1[CH:3]=[CH:4][C:5]([C:8]([O:10][CH3:11])=[O:9])=[N:6][CH:7]=1.[H-].[Na+].Br[C:15]1[C:19]2[CH:20]=[CH:21][C:22]([O:24][CH3:25])=[CH:23][C:18]=2[S:17](=[O:26])[C:16]=1[C:27]1[CH:32]=[CH:31][C:30]([O:33][CH3:34])=[CH:29][CH:28]=1. The catalyst is CN(C=O)C. The product is [CH3:25][O:24][C:22]1[CH:21]=[CH:20][C:19]2[C:15]([O:1][C:2]3[CH:3]=[CH:4][C:5]([C:8]([O:10][CH3:11])=[O:9])=[N:6][CH:7]=3)=[C:16]([C:27]3[CH:32]=[CH:31][C:30]([O:33][CH3:34])=[CH:29][CH:28]=3)[S:17](=[O:26])[C:18]=2[CH:23]=1. The yield is 0.520.